Dataset: Peptide-MHC class II binding affinity with 134,281 pairs from IEDB. Task: Regression. Given a peptide amino acid sequence and an MHC pseudo amino acid sequence, predict their binding affinity value. This is MHC class II binding data. (1) The peptide sequence is RYFLMAFANQIHHID. The MHC is DRB3_0101 with pseudo-sequence DRB3_0101. The binding affinity (normalized) is 0.902. (2) The MHC is DRB1_0701 with pseudo-sequence DRB1_0701. The peptide sequence is DVNYAFLHATDLLPACDG. The binding affinity (normalized) is 0. (3) The peptide sequence is EGAVAVRRKRALSAT. The MHC is DRB1_0701 with pseudo-sequence DRB1_0701. The binding affinity (normalized) is 0.146. (4) The peptide sequence is ETALKKAITAMSEAQKAAKP. The MHC is DRB1_1101 with pseudo-sequence DRB1_1101. The binding affinity (normalized) is 0.481. (5) The peptide sequence is EKKYFAAYQFEPLAA. The MHC is HLA-DPA10201-DPB10501 with pseudo-sequence HLA-DPA10201-DPB10501. The binding affinity (normalized) is 0.656.